The task is: Predict which catalyst facilitates the given reaction.. This data is from Catalyst prediction with 721,799 reactions and 888 catalyst types from USPTO. (1) Reactant: [CH2:1]([NH2:10])[CH2:2][N:3]([CH2:7][CH2:8][NH2:9])[CH2:4][CH2:5][NH2:6].C(OC)(=O)C=C.C(N)CN(CCN)CCN.[C:27]([O:36][CH3:37])(=[O:35])[C:28]([CH2:30][C:31]([O:33][CH3:34])=[O:32])=[CH2:29]. Product: [CH2:1]([NH2:10])[CH2:2][N:3]([CH2:7][CH2:8][NH2:9])[CH2:4][CH2:5][NH2:6].[C:27]([O:36][CH3:37])(=[O:35])[C:28]([CH2:30][C:31]([O:33][CH3:34])=[O:32])=[CH2:29]. The catalyst class is: 5. (2) Reactant: [CH3:1][C:2]1[CH:7]=[CH:6][C:5]([C:8](=[O:16])[CH2:9][C:10]2[CH:15]=[CH:14][CH:13]=[CH:12][CH:11]=2)=[CH:4][CH:3]=1.CO[CH:19](OC)[N:20]([CH3:22])[CH3:21]. Product: [CH3:19][N:20]([CH3:22])[CH:21]=[C:9]([C:10]1[CH:11]=[CH:12][CH:13]=[CH:14][CH:15]=1)[C:8]([C:5]1[CH:4]=[CH:3][C:2]([CH3:1])=[CH:7][CH:6]=1)=[O:16]. The catalyst class is: 3.